This data is from Forward reaction prediction with 1.9M reactions from USPTO patents (1976-2016). The task is: Predict the product of the given reaction. (1) Given the reactants [CH3:1][C:2]1([CH3:10])[O:7][CH2:6][CH:5]([CH:8]=O)[CH2:4][O:3]1.[F:11][C:12]([F:27])([F:26])[O:13][C:14]1[CH:19]=[CH:18][C:17]([N:20]2[CH2:25][CH2:24][NH:23][CH2:22][CH2:21]2)=[CH:16][CH:15]=1.C(O[BH-](OC(=O)C)OC(=O)C)(=O)C.[Na+].O, predict the reaction product. The product is: [CH3:1][C:2]1([CH3:10])[O:7][CH2:6][CH:5]([CH2:8][N:23]2[CH2:22][CH2:21][N:20]([C:17]3[CH:18]=[CH:19][C:14]([O:13][C:12]([F:26])([F:27])[F:11])=[CH:15][CH:16]=3)[CH2:25][CH2:24]2)[CH2:4][O:3]1. (2) Given the reactants C[O:2][C:3](=[O:25])[C:4]1[CH:9]=[CH:8][C:7]([O:10][CH2:11][C:12]2[C:13]([C:18]3[CH:23]=[CH:22][C:21]([Cl:24])=[CH:20][CH:19]=3)=[N:14][O:15][C:16]=2[CH3:17])=[N:6][CH:5]=1.O.[OH-].[Li+], predict the reaction product. The product is: [Cl:24][C:21]1[CH:20]=[CH:19][C:18]([C:13]2[C:12]([CH2:11][O:10][C:7]3[CH:8]=[CH:9][C:4]([C:3]([OH:25])=[O:2])=[CH:5][N:6]=3)=[C:16]([CH3:17])[O:15][N:14]=2)=[CH:23][CH:22]=1. (3) Given the reactants [CH2:1]([O:8][C:9]1[CH:10]=[C:11]([CH2:17][CH2:18][NH:19][C:20](=O)/[CH:21]=[CH:22]/[C:23]2[CH:28]=[C:27]([O:29][CH3:30])[C:26]([O:31][CH3:32])=[CH:25][C:24]=2[O:33][CH3:34])[CH:12]=[CH:13][C:14]=1[O:15][CH3:16])[C:2]1[CH:7]=[CH:6][CH:5]=[CH:4][CH:3]=1.O=P(Cl)(Cl)Cl.[BH4-].[Na+], predict the reaction product. The product is: [CH2:1]([O:8][C:9]1[CH:10]=[C:11]2[C:12](=[CH:13][C:14]=1[O:15][CH3:16])[CH:20](/[CH:21]=[CH:22]/[C:23]1[CH:28]=[C:27]([O:29][CH3:30])[C:26]([O:31][CH3:32])=[CH:25][C:24]=1[O:33][CH3:34])[NH:19][CH2:18][CH2:17]2)[C:2]1[CH:7]=[CH:6][CH:5]=[CH:4][CH:3]=1. (4) Given the reactants C[O:2][C:3]1[C:8]2[CH:9]=[CH:10][O:11][C:7]=2[C:6]([C:12]#[N:13])=[CH:5][CH:4]=1.B(Br)(Br)Br, predict the reaction product. The product is: [OH:2][C:3]1[C:8]2[CH:9]=[CH:10][O:11][C:7]=2[C:6]([C:12]#[N:13])=[CH:5][CH:4]=1.